Dataset: Forward reaction prediction with 1.9M reactions from USPTO patents (1976-2016). Task: Predict the product of the given reaction. Given the reactants Br[C:2]1[CH:7]=[CH:6][N:5]=[C:4]([NH:8][C:9]([CH3:16])([CH2:11][C:12]([CH3:15])([CH3:14])[CH3:13])[CH3:10])[CH:3]=1.[N-:17]=[N+]=[N-].[Na+].CNCCNC, predict the reaction product. The product is: [CH3:10][C:9]([NH:8][C:4]1[CH:3]=[C:2]([NH2:17])[CH:7]=[CH:6][N:5]=1)([CH2:11][C:12]([CH3:15])([CH3:14])[CH3:13])[CH3:16].